Dataset: Catalyst prediction with 721,799 reactions and 888 catalyst types from USPTO. Task: Predict which catalyst facilitates the given reaction. (1) The catalyst class is: 36. Product: [OH:18][NH:17][C:13]([C:11]1[CH:10]=[CH:9][C:5]2[CH2:6][NH:7][CH2:8][C@H:2]([CH3:1])[O:3][C:4]=2[CH:12]=1)=[O:15]. Reactant: [CH3:1][C@H:2]1[CH2:8][NH:7][CH2:6][C:5]2[CH:9]=[CH:10][C:11]([C:13]([O:15]C)=O)=[CH:12][C:4]=2[O:3]1.[NH2:17][OH:18].[OH-].[Na+]. (2) Reactant: P(Br)(Br)[Br:2].[Br:5][C:6]1[CH:7]=[N:8][C:9]2[C:14]([C:15]=1O)=[N:13][C:12]([O:17][CH3:18])=[CH:11][CH:10]=2.C(=O)([O-])[O-].[Na+].[Na+]. Product: [Br:5][C:6]1[C:15]([Br:2])=[C:14]2[C:9]([CH:10]=[CH:11][C:12]([O:17][CH3:18])=[N:13]2)=[N:8][CH:7]=1. The catalyst class is: 9. (3) Product: [Br:13][CH2:14][CH2:15][O:8][C:5]1[CH:6]=[CH:7][C:2]([F:1])=[CH:3][C:4]=1[C:9]([F:10])([F:11])[F:12]. Reactant: [F:1][C:2]1[CH:7]=[CH:6][C:5]([OH:8])=[C:4]([C:9]([F:12])([F:11])[F:10])[CH:3]=1.[Br:13][CH2:14][CH2:15]O.C1(P(C2C=CC=CC=2)C2C=CC=CC=2)C=CC=CC=1.N(C(OC(C)C)=O)=NC(OC(C)C)=O. The catalyst class is: 30. (4) Reactant: C[O:2][C:3](=[O:23])[CH2:4][CH2:5][N:6]1[C:11]2[CH:12]=[CH:13][CH:14]=[C:15]([CH:16]([CH3:18])[CH3:17])[C:10]=2[O:9][CH:8]([CH:19]([CH3:21])[CH3:20])[C:7]1=[O:22].[OH-].[Na+].O.Cl. Product: [CH:19]([CH:8]1[C:7](=[O:22])[N:6]([CH2:5][CH2:4][C:3]([OH:23])=[O:2])[C:11]2[CH:12]=[CH:13][CH:14]=[C:15]([CH:16]([CH3:18])[CH3:17])[C:10]=2[O:9]1)([CH3:21])[CH3:20]. The catalyst class is: 5. (5) Reactant: [F:1][C:2]1[C:7]([F:8])=[CH:6][CH:5]=[CH:4][C:3]=1[C:9]1[N:17]=[C:12]2[CH:13]=[N:14][NH:15][CH:16]=[C:11]2[N:10]=1.C(=O)([O-])[O-].[K+].[K+].Br[CH:25]([C:30]1[CH:31]=[N:32][C:33]([C:36]2[CH:41]=[CH:40][C:39]([O:42][CH2:43][CH2:44][CH3:45])=[CH:38][C:37]=2[C:46]([F:49])([F:48])[F:47])=[CH:34][CH:35]=1)[C:26]([O:28][CH3:29])=[O:27]. Product: [F:1][C:2]1[C:7]([F:8])=[CH:6][CH:5]=[CH:4][C:3]=1[C:9]1[N:17]=[C:12]2[CH:13]=[N:14][N:15]([CH:25]([C:30]3[CH:31]=[N:32][C:33]([C:36]4[CH:41]=[CH:40][C:39]([O:42][CH2:43][CH2:44][CH3:45])=[CH:38][C:37]=4[C:46]([F:48])([F:47])[F:49])=[CH:34][CH:35]=3)[C:26]([O:28][CH3:29])=[O:27])[CH:16]=[C:11]2[N:10]=1. The catalyst class is: 31. (6) Reactant: [CH2:1]([O:3][C:4]([C:6]1[NH:7][C:8]2[C:13]([CH:14]=1)=[CH:12][C:11]([Cl:15])=[CH:10][C:9]=2[CH3:16])=[O:5])[CH3:2].[C:17](O[C:17]([O:19][C:20]([CH3:23])([CH3:22])[CH3:21])=[O:18])([O:19][C:20]([CH3:23])([CH3:22])[CH3:21])=[O:18].CCN(CC)CC.Cl. Product: [CH3:2][CH2:1][O:3][C:4]([C:6]1[N:7]([C:17]([O:19][C:20]([CH3:23])([CH3:22])[CH3:21])=[O:18])[C:8]2[C:13]([CH:14]=1)=[CH:12][C:11]([Cl:15])=[CH:10][C:9]=2[CH3:16])=[O:5]. The catalyst class is: 64. (7) Reactant: Br[C:2]1[CH:7]=[CH:6][C:5]([CH2:8][CH2:9][N:10]2[CH2:15][CH2:14][N:13]([CH3:16])[CH2:12][CH2:11]2)=[CH:4][CH:3]=1.C([Li])CCC.CN(C)[CH:24]=[O:25]. Product: [CH3:16][N:13]1[CH2:14][CH2:15][N:10]([CH2:9][CH2:8][C:5]2[CH:6]=[CH:7][C:2]([CH:24]=[O:25])=[CH:3][CH:4]=2)[CH2:11][CH2:12]1. The catalyst class is: 134.